Dataset: Human liver microsome stability data. Task: Regression/Classification. Given a drug SMILES string, predict its absorption, distribution, metabolism, or excretion properties. Task type varies by dataset: regression for continuous measurements (e.g., permeability, clearance, half-life) or binary classification for categorical outcomes (e.g., BBB penetration, CYP inhibition). Dataset: hlm. (1) The compound is CC(C)CCn1nc(-c2cccs2)c(O)c(C2=NS(=O)(=O)c3ccccc3N2)c1=O. The result is 1 (stable in human liver microsomes). (2) The compound is CCOc1ccc(-c2nc(CNC3C[C@@H]4C[C@H]([C@H]3C)C4(C)C)co2)cc1. The result is 0 (unstable in human liver microsomes). (3) The molecule is Cc1cc(Nc2ccc(C)c(F)c2)n2ncnc2n1. The result is 0 (unstable in human liver microsomes). (4) The molecule is Cc1c[nH]c2ncnc(-c3ccc(NC(=O)N(CCO)c4cccc(Cl)c4)cc3)c12. The result is 1 (stable in human liver microsomes). (5) The compound is COc1ccc(S(=O)(=O)N[C@H]2CC[C@@H](N3CCC(c4ccccc4OC4CC4)CC3)CC2)cc1OC. The result is 1 (stable in human liver microsomes). (6) The compound is CS(=O)(=O)Nc1ccc2c(c1)S(=O)(=O)NC(c1c(O)c(-c3cccs3)nn(CCC3CCCC3)c1=O)=N2. The result is 0 (unstable in human liver microsomes). (7) The molecule is CS(=O)(=O)Nc1ccc2c(c1)S(=O)(=O)NC(c1c(O)c(-c3ccsc3)nn(CCC3CC3)c1=O)=N2. The result is 0 (unstable in human liver microsomes). (8) The drug is C[C@H](NS(=O)(=O)c1ccc(-c2sc(C(=O)NCC(C)(C)O)nc2C(=O)N2CC[C@H](F)C[C@@H]2C)c(Cl)c1Cl)C(F)(F)F. The result is 0 (unstable in human liver microsomes).